This data is from Full USPTO retrosynthesis dataset with 1.9M reactions from patents (1976-2016). The task is: Predict the reactants needed to synthesize the given product. (1) Given the product [CH3:1][C:2]1([C:7]2[C:11]3[CH2:12][NH:13][CH2:14][CH2:15][C:10]=3[NH:9][N:8]=2)[CH2:3][CH2:4][CH2:5][CH2:6]1, predict the reactants needed to synthesize it. The reactants are: [CH3:1][C:2]1([C:7]2[C:11]3[CH2:12][N:13](C(OC(C)(C)C)=O)[CH2:14][CH2:15][C:10]=3[NH:9][N:8]=2)[CH2:6][CH2:5][CH2:4][CH2:3]1.Cl.O1CCOCC1. (2) The reactants are: [Cl:1][C:2]1[CH:7]=[CH:6][C:5]([CH:8]([C:23]#[N:24])[C:9]2[CH:10]=[CH:11][C:12]([NH:18][S:19]([CH3:22])(=[O:21])=[O:20])=[C:13]([CH:17]=2)[C:14](O)=[O:15])=[CH:4][CH:3]=1.[Cl:25][C:26]1[CH:27]=[C:28]([CH:30]=[C:31]([Cl:34])[C:32]=1[Cl:33])[NH2:29].F[P-](F)(F)(F)(F)F.N1(O[P+](N2CCCC2)(N2CCCC2)N2CCCC2)C2C=CC=CC=2N=N1.C(N(C(C)C)CC)(C)C. Given the product [Cl:1][C:2]1[CH:7]=[CH:6][C:5]([CH:8]([C:23]#[N:24])[C:9]2[CH:10]=[CH:11][C:12]([NH:18][S:19]([CH3:22])(=[O:21])=[O:20])=[C:13]([CH:17]=2)[C:14]([NH:29][C:28]2[CH:27]=[C:26]([Cl:25])[C:32]([Cl:33])=[C:31]([Cl:34])[CH:30]=2)=[O:15])=[CH:4][CH:3]=1, predict the reactants needed to synthesize it. (3) Given the product [CH3:1][N:2]1[CH:6]=[C:5]([N:7]2[CH:12]=[CH:11][C:10](=[O:13])[C:9]([CH2:14][C:15]3[CH:20]=[CH:19][CH:18]=[C:17]([C:21]4[N:26]=[CH:25][C:24]([C:31]5[CH:32]=[N:33][N:34]([CH:36]6[CH2:39][O:38][CH2:37]6)[CH:35]=5)=[CH:23][N:22]=4)[CH:16]=3)=[N:8]2)[CH:4]=[N:3]1, predict the reactants needed to synthesize it. The reactants are: [CH3:1][N:2]1[CH:6]=[C:5]([N:7]2[CH:12]=[CH:11][C:10](=[O:13])[C:9]([CH2:14][C:15]3[CH:16]=[C:17]([C:21]4[N:26]=[CH:25][C:24](B(O)O)=[CH:23][N:22]=4)[CH:18]=[CH:19][CH:20]=3)=[N:8]2)[CH:4]=[N:3]1.I[C:31]1[CH:32]=[N:33][N:34]([CH:36]2[CH2:39][O:38][CH2:37]2)[CH:35]=1.CC(C1C=C(C(C)C)C(C2C=CC=CC=2P(C2CCCCC2)C2CCCCC2)=C(C(C)C)C=1)C. (4) Given the product [C:9]([O:13][C:14]([N:16]1[CH2:21][CH2:20][N:19]([C:2]2[CH:8]=[CH:7][C:5]([NH2:6])=[CH:4][CH:3]=2)[C:18](=[O:22])[CH2:17]1)=[O:15])([CH3:12])([CH3:10])[CH3:11], predict the reactants needed to synthesize it. The reactants are: I[C:2]1[CH:8]=[CH:7][C:5]([NH2:6])=[CH:4][CH:3]=1.[C:9]([O:13][C:14]([N:16]1[CH2:21][CH2:20][NH:19][C:18](=[O:22])[CH2:17]1)=[O:15])([CH3:12])([CH3:11])[CH3:10].C([O-])([O-])=O.[K+].[K+]. (5) Given the product [N:18]1([CH:15]2[CH2:16][CH2:17][N:12]([S:9]([C:6]3[C:7]([OH:8])=[C:2]([NH:1][C:29]4[C:28](=[O:31])[C:27](=[O:32])[C:26]=4[Cl:25])[CH:3]=[CH:4][C:5]=3[Cl:24])(=[O:11])=[O:10])[CH2:13][CH2:14]2)[CH2:23][CH2:22][CH2:21][CH2:20][CH2:19]1, predict the reactants needed to synthesize it. The reactants are: [NH2:1][C:2]1[C:7]([OH:8])=[C:6]([S:9]([N:12]2[CH2:17][CH2:16][CH:15]([N:18]3[CH2:23][CH2:22][CH2:21][CH2:20][CH2:19]3)[CH2:14][CH2:13]2)(=[O:11])=[O:10])[C:5]([Cl:24])=[CH:4][CH:3]=1.[Cl:25][C:26]1[C:27](=[O:32])[C:28](=[O:31])[C:29]=1Cl.